Task: Regression. Given two drug SMILES strings and cell line genomic features, predict the synergy score measuring deviation from expected non-interaction effect.. Dataset: NCI-60 drug combinations with 297,098 pairs across 59 cell lines (1) Drug 1: C1CCC(C1)C(CC#N)N2C=C(C=N2)C3=C4C=CNC4=NC=N3. Drug 2: C1CC(=O)NC(=O)C1N2CC3=C(C2=O)C=CC=C3N. Cell line: COLO 205. Synergy scores: CSS=-7.61, Synergy_ZIP=3.35, Synergy_Bliss=-2.51, Synergy_Loewe=-10.3, Synergy_HSA=-11.2. (2) Drug 1: CS(=O)(=O)C1=CC(=C(C=C1)C(=O)NC2=CC(=C(C=C2)Cl)C3=CC=CC=N3)Cl. Drug 2: CC1=C2C(C(=O)C3(C(CC4C(C3C(C(C2(C)C)(CC1OC(=O)C(C(C5=CC=CC=C5)NC(=O)OC(C)(C)C)O)O)OC(=O)C6=CC=CC=C6)(CO4)OC(=O)C)O)C)O. Cell line: CAKI-1. Synergy scores: CSS=41.8, Synergy_ZIP=-1.99, Synergy_Bliss=-0.946, Synergy_Loewe=-67.9, Synergy_HSA=-0.0303. (3) Drug 1: C(=O)(N)NO. Drug 2: CC1CCCC2(C(O2)CC(NC(=O)CC(C(C(=O)C(C1O)C)(C)C)O)C(=CC3=CSC(=N3)C)C)C. Cell line: BT-549. Synergy scores: CSS=40.8, Synergy_ZIP=2.27, Synergy_Bliss=0.603, Synergy_Loewe=-27.8, Synergy_HSA=1.07.